This data is from Forward reaction prediction with 1.9M reactions from USPTO patents (1976-2016). The task is: Predict the product of the given reaction. (1) Given the reactants [Cl:1][C:2]1[CH:3]=[CH:4][C:5]([N+:21]([O-])=O)=[C:6]([CH2:8][NH:9][CH2:10][C:11]2[C:16]([O:17][CH3:18])=[CH:15][CH:14]=[CH:13][C:12]=2[O:19][CH3:20])[CH:7]=1.O.NN.ClCCl, predict the reaction product. The product is: [Cl:1][C:2]1[CH:3]=[CH:4][C:5]([NH2:21])=[C:6]([CH2:8][NH:9][CH2:10][C:11]2[C:12]([O:19][CH3:20])=[CH:13][CH:14]=[CH:15][C:16]=2[O:17][CH3:18])[CH:7]=1. (2) The product is: [Cl:3][C:4]1[C:5]([C:17]([F:19])([F:18])[F:20])=[N:6][C:7]2[C:12]([N:13]=1)=[CH:11][C:10]([C:14]([O:16][C:21]([CH3:24])([CH3:23])[CH3:22])=[O:15])=[CH:9][CH:8]=2. Given the reactants N#N.[Cl:3][C:4]1[C:5]([C:17]([F:20])([F:19])[F:18])=[N:6][C:7]2[C:12]([N:13]=1)=[CH:11][C:10]([C:14]([OH:16])=[O:15])=[CH:9][CH:8]=2.[C:21](OC(O[C:21]([CH3:24])([CH3:23])[CH3:22])N(C)C)([CH3:24])([CH3:23])[CH3:22], predict the reaction product. (3) Given the reactants [Cl:1][C:2]1[C:3]([C:23]2[CH:28]=[CH:27][CH:26]=[C:25]([CH:29]([CH3:31])[CH3:30])[CH:24]=2)=[C:4]([C:8]([C@@H:10]2[CH2:15][CH2:14][CH2:13][N:12]([C:16]([O:18][C:19]([CH3:22])([CH3:21])[CH3:20])=[O:17])[CH2:11]2)=[O:9])[CH:5]=[N:6][CH:7]=1, predict the reaction product. The product is: [NH2:6][CH2:5][CH2:4][CH2:3][C:8]([C@@H:10]1[CH2:15][CH2:14][CH2:13][N:12]([C:16]([O:18][C:19]([CH3:20])([CH3:21])[CH3:22])=[O:17])[CH2:11]1)([C:4]1[CH:5]=[N:6][CH:7]=[C:2]([Cl:1])[C:3]=1[C:23]1[CH:28]=[CH:27][CH:26]=[C:25]([CH:29]([CH3:31])[CH3:30])[CH:24]=1)[OH:9]. (4) The product is: [CH3:24][N:23]([CH3:25])[C:6]1[CH:7]=[C:8]([CH:10]2[CH2:11][CH2:12][NH:13][CH2:14][CH2:15]2)[N:9]=[C:4]([C:1]([NH2:2])=[O:3])[CH:5]=1. Given the reactants [C:1]([C:4]1[N:9]=[C:8]([CH:10]2[CH2:15][CH2:14][N:13](C(OC(C)(C)C)=O)[CH2:12][CH2:11]2)[CH:7]=[C:6]([N:23]([CH3:25])[CH3:24])[CH:5]=1)(=[O:3])[NH2:2].Cl.CCOC(C)=O, predict the reaction product. (5) Given the reactants Br[CH:2]([CH2:6][CH2:7][CH2:8][CH3:9])[C:3]([OH:5])=[O:4].[CH2:10]1[O:18][C:17]2[CH:16]=[CH:15][C:14]([OH:19])=[CH:13][C:12]=2[O:11]1.[NH2:20][C:21]1[S:22][CH:23]=[CH:24][N:25]=1, predict the reaction product. The product is: [CH2:10]1[O:18][C:17]2[CH:16]=[CH:15][C:14]([O:19][CH:2]([CH2:6][CH2:7][CH2:8][CH3:9])[C:3]([OH:5])=[O:4])=[CH:13][C:12]=2[O:11]1.[O:18]1[C:17]2[CH:16]=[CH:15][C:14]([O:19][CH:2]([CH2:6][CH2:7][CH2:8][CH3:9])[C:3]([NH:20][C:21]3[S:22][CH:23]=[CH:24][N:25]=3)=[O:5])=[CH:13][C:12]=2[O:11][CH2:10]1. (6) Given the reactants [C:1]([OH:10])(=[O:9])[C:2]1[C:3](=[CH:5][CH:6]=[CH:7][CH:8]=1)[OH:4].CN(C)C1C=CC=CC=1.Cl[C:21]([O:23][CH2:24][CH3:25])=[O:22], predict the reaction product. The product is: [CH2:24]([O:23][C:21]([O:4][C:3]1[CH:5]=[CH:6][CH:7]=[CH:8][C:2]=1[C:1]([OH:10])=[O:9])=[O:22])[CH3:25]. (7) Given the reactants [NH2:1][C:2]1[C:7]([C:8](=[O:10])[CH3:9])=[CH:6][CH:5]=[CH:4][N:3]=1.[C:11]([O:15][C:16](O[C:16]([O:15][C:11]([CH3:14])([CH3:13])[CH3:12])=[O:17])=[O:17])([CH3:14])([CH3:13])[CH3:12], predict the reaction product. The product is: [C:11]([O:15][C:16](=[O:17])[NH:1][C:2]1[C:7]([C:8](=[O:10])[CH3:9])=[CH:6][CH:5]=[CH:4][N:3]=1)([CH3:14])([CH3:13])[CH3:12]. (8) Given the reactants [Cl:1][C:2]1[CH:16]=[C:15]([Cl:17])[CH:14]=[CH:13][C:3]=1[CH:4]=[C:5]([C:10](=O)[CH3:11])[C:6]([O:8][CH3:9])=[O:7].Cl.[C:19]([NH2:27])(=[NH:26])[C:20]1[CH:25]=[CH:24][CH:23]=[CH:22][CH:21]=1.CC([O-])=O.[Na+], predict the reaction product. The product is: [Cl:1][C:2]1[CH:16]=[C:15]([Cl:17])[CH:14]=[CH:13][C:3]=1[CH:4]1[C:5]([C:6]([O:8][CH3:9])=[O:7])=[C:10]([CH3:11])[NH:27][C:19]([C:20]2[CH:25]=[CH:24][CH:23]=[CH:22][CH:21]=2)=[N:26]1. (9) Given the reactants [CH:1]([Li])([CH2:3][CH3:4])[CH3:2].CO[N:8](C)[C:9](=O)[CH2:10][CH3:11].FC(F)(F)C(O)=O.[CH2:21]1[CH2:25][O:24][CH2:23][CH2:22]1, predict the reaction product. The product is: [CH2:3]([C:1]1[NH:8][C:9]2[C:22]([CH:2]=1)=[CH:21][C:25]([O:24][CH3:23])=[CH:11][CH:10]=2)[CH3:4]. (10) Given the reactants [H-].[Na+].[CH:3]1[C:14]2=[C:15]3[CH:10]([CH2:11][CH2:12][CH2:13]2)[CH2:9][CH2:8][CH2:7][C:6]3=[CH:5][C:4]=1[NH:16][C:17]1[N:22]=[CH:21][C:20]([C:23]([O:25]CC)=[O:24])=[CH:19][N:18]=1.I[CH3:29].[Cl-].[NH4+], predict the reaction product. The product is: [CH3:29][N:16]([C:4]1[CH:3]=[C:14]2[C:15]3[CH:10]([CH2:11][CH2:12][CH2:13]2)[CH2:9][CH2:8][CH2:7][C:6]=3[CH:5]=1)[C:17]1[N:22]=[CH:21][C:20]([C:23]([OH:25])=[O:24])=[CH:19][N:18]=1.